From a dataset of Full USPTO retrosynthesis dataset with 1.9M reactions from patents (1976-2016). Predict the reactants needed to synthesize the given product. (1) Given the product [Cl:23][C:22]1[CH:21]=[CH:20][C:12]([CH2:13][NH:14][C:15]([CH:17]2[CH2:18][CH2:19]2)=[O:16])=[CH:11][C:10]=1[CH2:9][OH:8], predict the reactants needed to synthesize it. The reactants are: [OH-].[Na+].C([SiH2][O:8][C:9](C)(C)[C:10]1[CH:11]=[C:12]([CH:20]=[CH:21][C:22]=1[Cl:23])[CH2:13][NH:14][C:15]([CH:17]1[CH2:19][CH2:18]1)=[O:16])(C)(C)C. (2) Given the product [CH2:1]([O:3][C:4]([C:6]1[CH:7]=[C:8]2[N:13]([C:14]=1[C:15]1[CH:16]=[CH:17][C:18]([F:21])=[CH:19][CH:20]=1)[CH:12]=[CH:11][C:10]([CH:22]=[O:23])=[CH:9]2)=[O:5])[CH3:2], predict the reactants needed to synthesize it. The reactants are: [CH2:1]([O:3][C:4]([C:6]1[CH:7]=[C:8]2[N:13]([C:14]=1[C:15]1[CH:20]=[CH:19][C:18]([F:21])=[CH:17][CH:16]=1)[CH:12]=[CH:11][C:10]([CH2:22][OH:23])=[CH:9]2)=[O:5])[CH3:2].C[N+]1([O-])CCOCC1. (3) Given the product [NH:24]1[C:25]2[C:21](=[CH:20][C:19]([NH:18][C:16]([O:15][CH:14]([C@@H:9]3[CH2:10][CH2:11][CH2:12][CH2:13][NH:8]3)[C:35]3[CH:36]=[C:37]([CH:38]=[CH:39][CH:40]=3)[C:41]([O:43][CH2:44][CH3:45])=[O:42])=[O:17])=[CH:27][CH:26]=2)[CH:22]=[N:23]1, predict the reactants needed to synthesize it. The reactants are: C(OC([N:8]1[CH2:13][CH2:12][CH2:11][CH2:10][C@H:9]1[CH:14]([C:35]1[CH:40]=[CH:39][CH:38]=[C:37]([C:41]([O:43][CH2:44][CH3:45])=[O:42])[CH:36]=1)[O:15][C:16]([NH:18][C:19]1[CH:20]=[C:21]2[C:25](=[CH:26][CH:27]=1)[N:24](C(OC(C)(C)C)=O)[N:23]=[CH:22]2)=[O:17])=O)(C)(C)C.Cl. (4) Given the product [CH3:1][C:2]1[C:7]([CH2:8][OH:9])=[CH:6][CH:5]=[C:4]([C:10]2[CH:15]=[CH:14][CH:13]=[C:12]([C:16]([F:18])([F:17])[F:19])[CH:11]=2)[N:3]=1, predict the reactants needed to synthesize it. The reactants are: [CH3:1][C:2]1[C:7]([CH:8]=[O:9])=[CH:6][CH:5]=[C:4]([C:10]2[CH:15]=[CH:14][CH:13]=[C:12]([C:16]([F:19])([F:18])[F:17])[CH:11]=2)[N:3]=1.C[Mg]Cl. (5) Given the product [Br:1][C:2]1[CH:3]=[C:4]2[C:8](=[CH:9][CH:10]=1)[NH:7][C:6](=[O:11])[C:5]12[O:16][CH2:15][CH2:14][CH2:13][O:12]1, predict the reactants needed to synthesize it. The reactants are: [Br:1][C:2]1[CH:3]=[C:4]2[C:8](=[CH:9][CH:10]=1)[NH:7][C:6](=[O:11])[C:5]2=[O:12].[CH2:13](O)[CH2:14][CH2:15][OH:16].O.C1(C)C=CC(S(O)(=O)=O)=CC=1.